From a dataset of Reaction yield outcomes from USPTO patents with 853,638 reactions. Predict the reaction yield, written as a fraction of the theoretical maximum amount of product (1.0 means a 100% yield; for example, 0.34 means a 34% yield). (1) The reactants are [Br:1][C:2]1[CH:9]=[CH:8][CH:7]=[C:6](F)[C:3]=1[CH:4]=O.[CH3:11][NH:12][NH2:13]. The catalyst is CS(C)=O.O. The product is [Br:1][C:2]1[CH:9]=[CH:8][CH:7]=[C:6]2[C:3]=1[CH:4]=[N:13][N:12]2[CH3:11]. The yield is 0.700. (2) The reactants are [CH:1]1([C:4]2[O:5][C:6]3[C:7](=[C:9]([C:21]#[N:22])[C:10]([CH3:20])=[C:11]([C:14]4[CH:19]=[CH:18][CH:17]=[CH:16][CH:15]=4)[C:12]=3F)[N:8]=2)[CH2:3][CH2:2]1.C(N(CC)CC)C.[CH3:30][NH:31][C@H:32]1[CH2:36][CH2:35][NH:34][CH2:33]1.C(=O)([O-])O.[Na+]. The catalyst is CS(C)=O.C(OCC)(=O)C. The product is [CH:1]1([C:4]2[O:5][C:6]3[C:7](=[C:9]([C:21]#[N:22])[C:10]([CH3:20])=[C:11]([C:14]4[CH:19]=[CH:18][CH:17]=[CH:16][CH:15]=4)[C:12]=3[N:34]3[CH2:35][CH2:36][C@H:32]([NH:31][CH3:30])[CH2:33]3)[N:8]=2)[CH2:3][CH2:2]1. The yield is 0.630. (3) The reactants are CC(C)([O-])C.[K+].[NH:7]1[C:15]2[C:10](=[CH:11][CH:12]=[CH:13][CH:14]=2)[C:9]([CH2:16][C:17]([NH2:19])=[O:18])=[CH:8]1.C([O:22][C:23](=O)[C:24]([C:26]1[N:30]2[CH:31]=[C:32]([C:35]([C:48]3[CH:53]=[CH:52][CH:51]=[CH:50][CH:49]=3)([C:42]3[CH:47]=[CH:46][CH:45]=[CH:44][CH:43]=3)[O:36][SiH2:37][C:38]([CH3:41])([CH3:40])[CH3:39])[N:33]=[CH:34][C:29]2=[N:28][C:27]=1[CH3:54])=O)C.[NH4+].[Cl-].C1CCN2C(=NCCC2)CC1. The catalyst is O1CCCC1.CCOC(C)=O.O. The product is [C:38]([SiH2:37][O:36][C:35]([C:42]1[CH:43]=[CH:44][CH:45]=[CH:46][CH:47]=1)([C:48]1[CH:53]=[CH:52][CH:51]=[CH:50][CH:49]=1)[C:32]1[N:33]=[CH:34][C:29]2[N:30]([C:26]([C:24]3[C:23](=[O:22])[NH:19][C:17](=[O:18])[C:16]=3[C:9]3[C:10]4[C:15](=[CH:14][CH:13]=[CH:12][CH:11]=4)[NH:7][CH:8]=3)=[C:27]([CH3:54])[N:28]=2)[CH:31]=1)([CH3:41])([CH3:39])[CH3:40]. The yield is 0.340.